Task: Predict the reactants needed to synthesize the given product.. Dataset: Full USPTO retrosynthesis dataset with 1.9M reactions from patents (1976-2016) (1) The reactants are: Br[CH2:2][C:3]1[CH:8]=[CH:7][C:6]([B:9]2[O:13][C:12]([CH3:15])([CH3:14])[C:11]([CH3:17])([CH3:16])[O:10]2)=[CH:5][CH:4]=1.[NH:18]1[CH2:23][CH2:22][CH2:21][CH2:20][CH2:19]1.C([O-])([O-])=O.[K+].[K+]. Given the product [CH3:16][C:11]1([CH3:17])[C:12]([CH3:15])([CH3:14])[O:13][B:9]([C:6]2[CH:7]=[CH:8][C:3]([CH2:2][N:18]3[CH2:23][CH2:22][CH2:21][CH2:20][CH2:19]3)=[CH:4][CH:5]=2)[O:10]1, predict the reactants needed to synthesize it. (2) Given the product [NH2:1][C:2]1[N:10]=[CH:9][N:8]=[C:7]2[C:3]=1[N:4]=[CH:5][N:6]2[C@@H:11]1[O:12][C@H:13]([CH2:21][N:22]([CH2:40][CH3:41])[CH2:23][CH2:24][CH2:25][NH:26][C:27]([NH:29][C:30]2[CH:31]=[CH:32][C:33]([C:36]([CH3:39])([CH3:38])[CH3:37])=[CH:34][CH:35]=2)=[O:28])[C@@H:14]([OH:18])[C@H:15]1[OH:16], predict the reactants needed to synthesize it. The reactants are: [NH2:1][C:2]1[N:10]=[CH:9][N:8]=[C:7]2[C:3]=1[N:4]=[CH:5][N:6]2[C@H:11]1[C@@H:15]2[O:16]C(C)(C)[O:18][C@@H:14]2[C@@H:13]([CH2:21][N:22]([CH2:40][CH3:41])[CH2:23][CH2:24][CH2:25][NH:26][C:27]([NH:29][C:30]2[CH:35]=[CH:34][C:33]([C:36]([CH3:39])([CH3:38])[CH3:37])=[CH:32][CH:31]=2)=[O:28])[O:12]1.